From a dataset of Reaction yield outcomes from USPTO patents with 853,638 reactions. Predict the reaction yield, written as a fraction of the theoretical maximum amount of product (1.0 means a 100% yield; for example, 0.34 means a 34% yield). (1) The reactants are [C:1]1([S:7]([O:10][C:11]2[C:20]([Br:21])=[C:19]3[C:14]([CH:15]=[CH:16][C:17]([CH3:22])=[N:18]3)=[CH:13][CH:12]=2)(=[O:9])=[O:8])[CH:6]=[CH:5][CH:4]=[CH:3][CH:2]=1.[O:23]1CCOCC1. No catalyst specified. The product is [C:1]1([S:7]([O:10][C:11]2[C:20]([Br:21])=[C:19]3[C:14]([CH:15]=[CH:16][C:17]([CH:22]=[O:23])=[N:18]3)=[CH:13][CH:12]=2)(=[O:9])=[O:8])[CH:2]=[CH:3][CH:4]=[CH:5][CH:6]=1. The yield is 0.910. (2) The reactants are C(OC(=O)[NH:7][C:8]1[CH:12]=[CH:11][S:10][C:9]=1[CH:13]=O)(C)(C)C.[C:16](#[N:20])[CH2:17][C:18]#[N:19]. The catalyst is C(O)C.N1CCCCC1. The product is [NH2:19][C:18]1[N:7]=[C:8]2[CH:12]=[CH:11][S:10][C:9]2=[CH:13][C:17]=1[C:16]#[N:20]. The yield is 0.560. (3) The reactants are C(N)C1C=CC=CC=1.[NH:9]1[CH2:14][CH2:13][CH:12]([CH2:15][O:16][C:17]2[CH:26]=[CH:25][CH:24]=[C:23]3[C:18]=2[C:19]([NH2:28])=[N:20][C:21]([NH2:27])=[N:22]3)[CH2:11][CH2:10]1.[CH3:29][C:30]1[CH:37]=[CH:36][CH:35]=[CH:34][C:31]=1[CH2:32]Br. No catalyst specified. The product is [CH3:29][C:30]1[CH:37]=[CH:36][CH:35]=[CH:34][C:31]=1[CH2:32][N:9]1[CH2:14][CH2:13][CH:12]([CH2:15][O:16][C:17]2[CH:26]=[CH:25][CH:24]=[C:23]3[C:18]=2[C:19]([NH2:28])=[N:20][C:21]([NH2:27])=[N:22]3)[CH2:11][CH2:10]1. The yield is 0.890. (4) The reactants are [CH3:1][O:2][C:3]([C:5]1[CH:13]=[C:12]2[C:8]([C:9]([CH:16]=[O:17])=[CH:10][N:11]2[CH2:14][CH3:15])=[CH:7][CH:6]=1)=[O:4].CC1C=CC(S([CH2:28][N+:29]#[C-:30])(=O)=O)=CC=1.C([O-])([O-])=O.[K+].[K+]. The catalyst is CO. The product is [CH2:14]([N:11]1[C:12]2[C:8](=[CH:7][CH:6]=[C:5]([C:3]([O:2][CH3:1])=[O:4])[CH:13]=2)[C:9]([C:16]2[O:17][CH:30]=[N:29][CH:28]=2)=[CH:10]1)[CH3:15]. The yield is 0.230. (5) The reactants are Br.Br[CH2:3][C:4]1[N:5]=[C:6]2[C:11](=[N:12][CH:13]=1)[N:10]=[C:9]([NH2:14])[N:8]=[C:7]2[NH2:15].[OH:16][C:17]1[CH:18]=[C:19]([CH2:24][CH2:25][NH2:26])[CH:20]=[CH:21][C:22]=1[OH:23].C(N(C(C)C)C(C)C)C.C(=O)(O)[O-]. The catalyst is CN(C)C(=O)C. The yield is 0.226. The product is [OH:16][C:17]1[CH:18]=[C:19]([CH2:24][CH2:25][NH:26][CH2:3][C:4]2[N:5]=[C:6]3[C:11](=[N:12][CH:13]=2)[N:10]=[C:9]([NH2:14])[N:8]=[C:7]3[NH2:15])[CH:20]=[CH:21][C:22]=1[OH:23].